From a dataset of Forward reaction prediction with 1.9M reactions from USPTO patents (1976-2016). Predict the product of the given reaction. (1) Given the reactants [NH2:1][C:2]1[C:3]([O:17][CH3:18])=[C:4]([NH:12][S:13]([CH3:16])(=[O:15])=[O:14])[CH:5]=[C:6]([C:8]([CH3:11])([CH3:10])[CH3:9])[CH:7]=1.[Li]CCCC.[Li+].C[Si]([N-][Si](C)(C)C)(C)C.C([O:36][C:37](=O)[C:38]1[CH:43]=[CH:42][C:41]([CH3:44])=[C:40]([N:45]2[CH:49]=[C:48]([C:50]3[N:51]([CH3:55])[CH:52]=[N:53][CH:54]=3)[CH:47]=[N:46]2)[CH:39]=1)C, predict the reaction product. The product is: [C:8]([C:6]1[CH:5]=[C:4]([NH:12][S:13]([CH3:16])(=[O:15])=[O:14])[C:3]([O:17][CH3:18])=[C:2]([NH:1][C:37](=[O:36])[C:38]2[CH:43]=[CH:42][C:41]([CH3:44])=[C:40]([N:45]3[CH:49]=[C:48]([C:50]4[N:51]([CH3:55])[CH:52]=[N:53][CH:54]=4)[CH:47]=[N:46]3)[CH:39]=2)[CH:7]=1)([CH3:10])([CH3:11])[CH3:9]. (2) Given the reactants C[O:2][C:3](=[O:17])[C:4]1[CH:9]=[C:8]([F:10])[C:7]([C:11]2[O:15][CH:14]=[N:13][CH:12]=2)=[C:6]([F:16])[CH:5]=1.[OH-].[Na+].CO, predict the reaction product. The product is: [F:10][C:8]1[CH:9]=[C:4]([CH:5]=[C:6]([F:16])[C:7]=1[C:11]1[O:15][CH:14]=[N:13][CH:12]=1)[C:3]([OH:17])=[O:2]. (3) Given the reactants [CH3:1][O:2][C:3]1[CH:4]=[C:5]([OH:10])[CH:6]=[C:7]([CH:9]=1)[OH:8].[N+:11]([O-])([OH:13])=[O:12], predict the reaction product. The product is: [CH3:1][O:2][C:3]1[CH:9]=[C:7]([OH:8])[C:6]([N+:11]([O-:13])=[O:12])=[C:5]([OH:10])[CH:4]=1. (4) The product is: [Br:1][C:2]1[S:3][C:4]([NH:32][C:33](=[O:39])[O:34][C:35]([CH3:37])([CH3:38])[CH3:36])=[C:5]([C:7](=[O:31])[NH:8][C:9]2[CH:10]=[N:11][N:12]([CH3:30])[C:13]=2[C@@H:14]2[CH2:15][CH2:16][C@@H:17]([NH:22][C:23]([O:25][C:26]([CH3:29])([CH3:27])[CH3:28])=[O:24])[C@@H:18]([F:40])[CH2:19][O:21]2)[N:6]=1. Given the reactants [Br:1][C:2]1[S:3][C:4]([NH:32][C:33](=[O:39])[O:34][C:35]([CH3:38])([CH3:37])[CH3:36])=[C:5]([C:7](=[O:31])[NH:8][C:9]2[CH:10]=[N:11][N:12]([CH3:30])[C:13]=2[C:14]23[O:21][CH:18]([CH2:19]C2)[CH:17]([NH:22][C:23]([O:25][C:26]([CH3:29])([CH3:28])[CH3:27])=[O:24])[CH2:16][CH2:15]3)[N:6]=1.[F:40][C@@H]1[C@H](NC(=O)OC(C)(C)C)CC[C@@H](C2N(C)N=CC=2[N+]([O-])=O)OC1, predict the reaction product. (5) Given the reactants [F:1][C:2]1[C:9]([N:10]2[CH2:15][CH2:14][CH:13]([C:16]([F:19])([F:18])[F:17])[CH2:12][CH2:11]2)=[CH:8][C:5]([NH:6][CH3:7])=[C:4]([N+:20]([O-])=O)[CH:3]=1, predict the reaction product. The product is: [F:1][C:2]1[C:9]([N:10]2[CH2:15][CH2:14][CH:13]([C:16]([F:19])([F:18])[F:17])[CH2:12][CH2:11]2)=[CH:8][C:5]([NH:6][CH3:7])=[C:4]([CH:3]=1)[NH2:20]. (6) The product is: [CH:10]([C:11]1[N:12]=[CH:13][C:14]([C:17]([O:19][C:20]([CH3:23])([CH3:22])[CH3:21])=[O:18])=[N:15][CH:16]=1)=[O:26]. Given the reactants I([O-])(=O)(=O)=O.[Na+].CN(C)/C=[CH:10]/[C:11]1[N:12]=[CH:13][C:14]([C:17]([O:19][C:20]([CH3:23])([CH3:22])[CH3:21])=[O:18])=[N:15][CH:16]=1.C(=O)(O)[O-:26].[Na+].C(OCC)(=O)C, predict the reaction product.